This data is from Reaction yield outcomes from USPTO patents with 853,638 reactions. The task is: Predict the reaction yield, written as a fraction of the theoretical maximum amount of product (1.0 means a 100% yield; for example, 0.34 means a 34% yield). (1) The reactants are [C:1]([Si:5]([O:8][CH2:9][CH2:10][O:11][C:12]1[CH:17]=[CH:16][C:15]([N+:18]([O-])=O)=[C:14]([O:21][CH3:22])[CH:13]=1)([CH3:7])[CH3:6])([CH3:4])([CH3:3])[CH3:2]. The catalyst is C(OCC)(=O)C.[Pd]. The product is [C:1]([Si:5]([CH3:7])([CH3:6])[O:8][CH2:9][CH2:10][O:11][C:12]1[CH:17]=[CH:16][C:15]([NH2:18])=[C:14]([O:21][CH3:22])[CH:13]=1)([CH3:4])([CH3:3])[CH3:2]. The yield is 0.990. (2) The reactants are [C:1]([N:8]1[CH:12]=[CH:11][N:10]=[CH:9]1)([N:3]1[CH:7]=[CH:6]N=[CH:4]1)=[O:2].C(N(C(C)C)CC)(C)C.O1CCCC1.Cl.Cl.N1CC[CH:32]([N:35]2[C:43]3[C:38](=[N:39][CH:40]=[CH:41][CH:42]=3)[NH:37][C:36]2=[O:44])[CH2:31]C1. The catalyst is C(#N)C. The product is [N:8]1([C:1]([N:3]2[CH2:4][CH2:31][CH:32]([N:35]3[C:43]4[C:38](=[N:39][CH:40]=[CH:41][CH:42]=4)[NH:37][C:36]3=[O:44])[CH2:6][CH2:7]2)=[O:2])[CH:12]=[CH:11][N:10]=[CH:9]1. The yield is 0.859. (3) The reactants are [CH3:1][O:2][C:3]1[CH:8]=[CH:7][CH:6]=[C:5]([O:9][CH3:10])[C:4]=1[C:11]1[N:16]=[C:15](S(C)(=O)=O)[N:14]=[C:13]([C:21]([NH2:23])=[O:22])[CH:12]=1.[CH2:24]([NH:26][CH2:27][CH3:28])[CH3:25].CN1CCOCC1. The catalyst is CS(C)=O. The product is [CH2:24]([N:26]([CH2:27][CH3:28])[C:15]1[N:14]=[C:13]([C:21]([NH2:23])=[O:22])[CH:12]=[C:11]([C:4]2[C:3]([O:2][CH3:1])=[CH:8][CH:7]=[CH:6][C:5]=2[O:9][CH3:10])[N:16]=1)[CH3:25]. The yield is 0.180. (4) The reactants are N#N.Br[C:4]1[CH:5]=[C:6]2[C:10](=[CH:11][CH:12]=1)[C@@H:9]([N:13]1[CH2:18][CH2:17][N:16]([CH3:19])[CH2:15][CH2:14]1)[CH2:8][CH2:7]2.C([Li])CCC.[C:25](=[O:27])=[O:26]. The catalyst is C1COCC1. The product is [CH3:19][N:16]1[CH2:17][CH2:18][N:13]([C@@H:9]2[C:10]3[C:6](=[CH:5][C:4]([C:25]([OH:27])=[O:26])=[CH:12][CH:11]=3)[CH2:7][CH2:8]2)[CH2:14][CH2:15]1. The yield is 1.00. (5) The reactants are [C:1]([C:3]1[CH:14]=[C:13]([CH3:15])[C:6]([O:7][CH2:8][C:9](OC)=[O:10])=[C:5]([CH3:16])[CH:4]=1)#[N:2].[NH2:17][NH2:18]. The catalyst is CCO. The product is [C:1]([C:3]1[CH:14]=[C:13]([CH3:15])[C:6]([O:7][CH2:8][C:9]([NH:17][NH2:18])=[O:10])=[C:5]([CH3:16])[CH:4]=1)#[N:2]. The yield is 0.900. (6) The reactants are Cl.[CH:2]1([C:5]2[C:6]([N:25]([C:30]3[CH:35]=[C:34]([CH2:36]OCOC)[C:33]([B:41]4[O:45]C(C)(C)C(C)(C)[O:42]4)=[C:32]([F:50])[CH:31]=3)[S:26]([CH3:29])(=[O:28])=[O:27])=[CH:7][C:8]3[O:12][C:11]([C:13]4[CH:18]=[CH:17][C:16]([F:19])=[CH:15][CH:14]=4)=[C:10]([C:20]([NH:22][CH3:23])=[O:21])[C:9]=3[CH:24]=2)[CH2:4][CH2:3]1. The catalyst is C1COCC1.CO.C(Cl)Cl. The product is [CH:2]1([C:5]2[C:6]([N:25]([C:30]3[CH:31]=[C:32]([F:50])[C:33]4[B:41]([OH:42])[O:45][CH2:36][C:34]=4[CH:35]=3)[S:26]([CH3:29])(=[O:27])=[O:28])=[CH:7][C:8]3[O:12][C:11]([C:13]4[CH:18]=[CH:17][C:16]([F:19])=[CH:15][CH:14]=4)=[C:10]([C:20]([NH:22][CH3:23])=[O:21])[C:9]=3[CH:24]=2)[CH2:4][CH2:3]1. The yield is 0.0624. (7) The reactants are CN([CH:4]=[N:5][C:6]1[CH:15]=[C:14]([O:16][CH2:17][CH3:18])[C:13]([N+:19]([O-:21])=[O:20])=[CH:12][C:7]=1[C:8]([O:10][CH3:11])=[O:9])C.[C:22]([O:26][C:27](=[O:31])[CH2:28][C:29]#[N:30])([CH3:25])([CH3:24])[CH3:23]. The catalyst is C(O)(C)(C)C. The product is [C:22]([O:26][C:27](=[O:31])[C:28]([C:29]#[N:30])=[CH:4][NH:5][C:6]1[CH:15]=[C:14]([O:16][CH2:17][CH3:18])[C:13]([N+:19]([O-:21])=[O:20])=[CH:12][C:7]=1[C:8]([O:10][CH3:11])=[O:9])([CH3:25])([CH3:24])[CH3:23]. The yield is 0.910.